Predict which catalyst facilitates the given reaction. From a dataset of Catalyst prediction with 721,799 reactions and 888 catalyst types from USPTO. (1) Reactant: C(N[C:6]1[N:14]=[C:13]2[C:9]([N:10]=[C:11]([O:20][CH3:21])[N:12]2[CH2:15][CH2:16][CH2:17][CH2:18][Cl:19])=[C:8]([NH2:22])[N:7]=1)CCC.FC(F)(F)C(O)=O.COC1N=C2C(N=1)=C(N)NC([O:42][C@@H:43]([CH3:46])[CH2:44][CH3:45])=N2.BrCCCCCl.C(OCC)(=O)C. Product: [Cl:19][CH2:18][CH2:17][CH2:16][CH2:15][N:12]1[C:11]([O:20][CH3:21])=[N:10][C:9]2[C:13]1=[N:14][C:6]([O:42][C@@H:43]([CH3:46])[CH2:44][CH3:45])=[N:7][C:8]=2[NH2:22]. The catalyst class is: 244. (2) Reactant: [NH2:1][C:2]1[C:7]2[C:8]([C:11]3[CH:16]=[CH:15][C:14]([NH:17][C:18]([C:20]4[N:21]([CH3:29])[C:22]5[C:27]([CH:28]=4)=[CH:26][CH:25]=[CH:24][CH:23]=5)=[O:19])=[C:13]([O:30][CH3:31])[CH:12]=3)=[CH:9][S:10][C:6]=2[C:5](/[CH:32]=[CH:33]/[CH2:34][CH2:35][O:36]C2CCCCO2)=[CH:4][N:3]=1.O.C1(C)C=CC(S(O)(=O)=O)=CC=1. Product: [NH2:1][C:2]1[C:7]2[C:8]([C:11]3[CH:16]=[CH:15][C:14]([NH:17][C:18]([C:20]4[N:21]([CH3:29])[C:22]5[C:27]([CH:28]=4)=[CH:26][CH:25]=[CH:24][CH:23]=5)=[O:19])=[C:13]([O:30][CH3:31])[CH:12]=3)=[CH:9][S:10][C:6]=2[C:5](/[CH:32]=[CH:33]/[CH2:34][CH2:35][OH:36])=[CH:4][N:3]=1. The catalyst class is: 5. (3) Reactant: [Br:1][C:2]1[CH:7]=[CH:6][CH:5]=[CH:4][C:3]=1I.B(O)O.C(=O)(O)[O-].[Na+]. Product: [Br:1][C:2]1[CH:7]=[C:6]([C:2]2[CH:7]=[CH:6][CH:5]=[CH:4][CH:3]=2)[CH:5]=[CH:4][CH:3]=1. The catalyst class is: 551. (4) Reactant: [Cl:1][C:2]1[CH:3]=[C:4](B(O)O)[C:5]([F:8])=[N:6][CH:7]=1.Cl[C:13]1[N:18]=[C:17]([CH3:19])[N:16]=[C:15]([N:20]([CH2:30][C:31]2[CH:36]=[CH:35][C:34]([O:37][CH3:38])=[CH:33][CH:32]=2)[CH2:21][C:22]2[CH:27]=[CH:26][C:25]([O:28][CH3:29])=[CH:24][CH:23]=2)[N:14]=1.CC(N)CC1C=CC=CC=1.OP(O)(O)=O.C([O-])(=O)C.[K+]. Product: [Cl:1][C:2]1[CH:3]=[C:4]([C:13]2[N:18]=[C:17]([CH3:19])[N:16]=[C:15]([N:20]([CH2:21][C:22]3[CH:23]=[CH:24][C:25]([O:28][CH3:29])=[CH:26][CH:27]=3)[CH2:30][C:31]3[CH:32]=[CH:33][C:34]([O:37][CH3:38])=[CH:35][CH:36]=3)[N:14]=2)[C:5]([F:8])=[N:6][CH:7]=1. The catalyst class is: 88. (5) Reactant: [CH3:1][S-:2].[Na+].[CH3:4][O:5][CH2:6][O:7][C:8]1[CH:13]=[CH:12][C:11]([C:14]2[C:18]([C:19]3[CH:24]=[CH:23][CH:22]=[CH:21][CH:20]=3)=[C:17]([C:25]3([CH2:28]OS(C)(=O)=O)[CH2:27][CH2:26]3)[O:16][N:15]=2)=[CH:10][CH:9]=1. Product: [CH3:4][O:5][CH2:6][O:7][C:8]1[CH:9]=[CH:10][C:11]([C:14]2[C:18]([C:19]3[CH:20]=[CH:21][CH:22]=[CH:23][CH:24]=3)=[C:17]([C:25]3([CH2:28][S:2][CH3:1])[CH2:26][CH2:27]3)[O:16][N:15]=2)=[CH:12][CH:13]=1. The catalyst class is: 42. (6) Reactant: [Cl:1][C:2]1[C:3]2[NH:10][CH:9]=[CH:8][C:4]=2[N:5]=[CH:6][N:7]=1.C(=O)([O-])[O-].[Cs+].[Cs+].[C:17]([Si:21]([O:24][CH2:25][CH2:26]I)([CH3:23])[CH3:22])([CH3:20])([CH3:19])[CH3:18]. Product: [Si:21]([O:24][CH2:25][CH2:26][N:10]1[C:3]2[C:2]([Cl:1])=[N:7][CH:6]=[N:5][C:4]=2[CH:8]=[CH:9]1)([C:17]([CH3:20])([CH3:19])[CH3:18])([CH3:23])[CH3:22]. The catalyst class is: 35. (7) Reactant: [Br:1][C:2]1[CH:11]=[C:10]2[C:5]([C:6](O)=[CH:7][CH:8]=[N:9]2)=[CH:4][C:3]=1[F:13].C(#N)C.P(Cl)(Cl)([Cl:19])=O. Product: [Br:1][C:2]1[CH:11]=[C:10]2[C:5]([C:6]([Cl:19])=[CH:7][CH:8]=[N:9]2)=[CH:4][C:3]=1[F:13]. The catalyst class is: 13. (8) Reactant: C[O:2][C:3]([C@H:5]1[C@@H:10]([O:11][CH2:12][O:13][CH3:14])[CH2:9][CH2:8][N:7]([C:15]([O:17][C:18]([CH3:21])([CH3:20])[CH3:19])=[O:16])[CH2:6]1)=O.[H-].[H-].[H-].[H-].[Li+].[Al+3]. Product: [C:18]([O:17][C:15]([N:7]1[CH2:8][CH2:9][C@H:10]([O:11][CH2:12][O:13][CH3:14])[C@H:5]([CH2:3][OH:2])[CH2:6]1)=[O:16])([CH3:21])([CH3:20])[CH3:19]. The catalyst class is: 28.